From a dataset of Full USPTO retrosynthesis dataset with 1.9M reactions from patents (1976-2016). Predict the reactants needed to synthesize the given product. (1) Given the product [Br:6][C:7]1[CH:12]=[CH:11][C:10]([CH:13]2[CH2:14][CH2:15][CH2:16][C:3]2=[O:5])=[CH:9][CH:8]=1, predict the reactants needed to synthesize it. The reactants are: OO.[CH:3]([OH:5])=O.[Br:6][C:7]1[CH:12]=[CH:11][C:10]([C:13]2C[CH2:16][CH2:15][CH:14]=2)=[CH:9][CH:8]=1. (2) Given the product [NH2:1][S:18]([CH:15]1[CH2:16][CH2:17][N:12]([C:10]([O:9][CH2:2][C:3]2[CH:8]=[CH:7][CH:6]=[CH:5][CH:4]=2)=[O:11])[CH2:13][CH2:14]1)(=[O:20])=[O:19], predict the reactants needed to synthesize it. The reactants are: [NH3:1].[CH2:2]([O:9][C:10]([N:12]1[CH2:17][CH2:16][CH:15]([S:18](Cl)(=[O:20])=[O:19])[CH2:14][CH2:13]1)=[O:11])[C:3]1[CH:8]=[CH:7][CH:6]=[CH:5][CH:4]=1. (3) Given the product [OH:40][C@@H:35]1[CH2:36][CH2:37][CH2:38][CH2:39][C@H:34]1[NH:33][C:3]([C:4]1[CH:10]=[C:11]([C:13]2[CH:18]=[C:17]([C:19]([F:22])([F:21])[F:20])[CH:16]=[CH:15][C:14]=2[F:23])[N:31]([CH2:30][CH:28]2[CH2:27][O:26][C:25]([CH3:32])([CH3:24])[O:29]2)[C:5]=1[CH3:6])=[O:8], predict the reactants needed to synthesize it. The reactants are: CO[C:3](=[O:8])[CH2:4][C:5](=O)[CH3:6].Br[CH2:10][C:11]([C:13]1[CH:18]=[C:17]([C:19]([F:22])([F:21])[F:20])[CH:16]=[CH:15][C:14]=1[F:23])=O.[CH3:24][C:25]1([CH3:32])[O:29][CH:28]([CH2:30][NH2:31])[CH2:27][O:26]1.[NH2:33][C@@H:34]1[CH2:39][CH2:38][CH2:37][CH2:36][C@H:35]1[OH:40]. (4) Given the product [CH:1]([C:4]1[CH:9]=[CH:8][CH:7]=[C:6]([CH3:10])[C:5]=1[NH:11][C:12]([NH:63][C:59]1[C:56]([C:36]([NH:35][CH:31]([C:28]2[CH:27]=[CH:26][CH:25]=[CH:30][CH:29]=2)[C:32]([OH:34])=[O:33])=[O:38])=[CH:21][C:17]2[C:16]([CH:60]=1)=[CH:15][CH:20]=[CH:19][CH:18]=2)=[O:13])([CH3:3])[CH3:2], predict the reactants needed to synthesize it. The reactants are: [CH:1]([C:4]1[CH:9]=[CH:8][CH:7]=[C:6]([CH3:10])[C:5]=1[N:11]=[C:12]=[O:13])([CH3:3])[CH3:2].Cl[C:15]1[CH:20]=[CH:19][CH:18]=[C:17]([CH3:21])[C:16]=1N=C=O.[CH:25]1[CH:30]=[CH:29][C:28]([C@@H:31]([NH:35][C:36]([O:38]CC2C3C(=CC=CC=3)C3C2=CC=CC=3)=O)[C:32]([OH:34])=[O:33])=[CH:27][CH:26]=1.C1CC[CH:56]([C@H:59]([NH:63]C(OCC2C3C(=CC=CC=3)C3C2=CC=CC=3)=O)[C:60](O)=O)CC1. (5) Given the product [O:5]1[C:9]2[CH:10]=[CH:11][C:12]([NH:14][C:3]([NH2:2])=[S:4])=[CH:13][C:8]=2[O:7][CH2:6]1, predict the reactants needed to synthesize it. The reactants are: [NH4+].[N:2]#[C:3][S-:4].[O:5]1[C:9]2[CH:10]=[CH:11][C:12]([NH2:14])=[CH:13][C:8]=2[O:7][CH2:6]1. (6) Given the product [Br:24][C:15]1[C:16]([CH2:18][C:19]([O:21][CH2:22][CH3:23])=[O:20])=[CH:17][C:12]([NH:11][C:10]([NH2:9])=[S:25])=[N:13][CH:14]=1, predict the reactants needed to synthesize it. The reactants are: C([NH:9][C:10](=[S:25])[NH:11][C:12]1[CH:17]=[C:16]([CH2:18][C:19]([O:21][CH2:22][CH3:23])=[O:20])[C:15]([Br:24])=[CH:14][N:13]=1)(=O)C1C=CC=CC=1.C(=O)([O-])[O-].[K+].[K+]. (7) Given the product [Cl:1][C:2]1[CH:9]=[C:8]([N:10]([CH2:11][C:12]([F:13])([F:14])[F:15])[C@H:17]([C:18]([O:20][C:21]([CH3:24])([CH3:23])[CH3:22])=[O:19])[CH3:25])[CH:7]=[CH:6][C:3]=1[C:4]#[N:5], predict the reactants needed to synthesize it. The reactants are: [Cl:1][C:2]1[CH:9]=[C:8]([NH:10][CH2:11][C:12]([F:15])([F:14])[F:13])[CH:7]=[CH:6][C:3]=1[C:4]#[N:5].Br[CH:17]([CH3:25])[C:18]([O:20][C:21]([CH3:24])([CH3:23])[CH3:22])=[O:19].